This data is from Experimentally validated miRNA-target interactions with 360,000+ pairs, plus equal number of negative samples. The task is: Binary Classification. Given a miRNA mature sequence and a target amino acid sequence, predict their likelihood of interaction. (1) The miRNA is hsa-miR-519b-3p with sequence AAAGUGCAUCCUUUUAGAGGUU. The protein sequence of the target gene is MGWKMASPTDGTDLEASLLSFEKLDRASPDLWPEQLPGVAEFAASFKSPITSSPPKWMAEIERDDIDMLKELGSLTTANLMEKVRGLQNLAYQLGLDESREMTRGKFLNILEKPKK. Result: 1 (interaction). (2) The miRNA is hsa-miR-590-3p with sequence UAAUUUUAUGUAUAAGCUAGU. The protein sequence of the target gene is MNANKDERLKARSQDFHLFPALMMLSMTMLFLPVTGTLKQNIPRLKLTYKDLLLSNSCIPFLGSSEGLDFQTLLLDEERGRLLLGAKDHIFLLSLVDLNKNFKKIYWPAAKERVELCKLAGKDANTECANFIRVLQPYNKTHIYVCGTGAFHPICGYIDLGVYKEDIIFKLDTHNLESGRLKCPFDPQQPFASVMTDEYLYSGTASDFLGKDTAFTRSLGPTHDHHYIRTDISEHYWLNGAKFIGTFFIPDTYNPDDDKIYFFFRESSQEGSTSDKTILSRVGRVCKNDVGGQRSLINKW.... Result: 1 (interaction).